The task is: Predict which catalyst facilitates the given reaction.. This data is from Catalyst prediction with 721,799 reactions and 888 catalyst types from USPTO. (1) Reactant: [NH:1]1[CH2:4][CH:3]([C:5]([O:7][CH3:8])=[O:6])[CH2:2]1.CCN(C(C)C)C(C)C.Br[CH2:19][C:20]1[CH:25]=[CH:24][CH:23]=[CH:22][CH:21]=1.O. Product: [CH2:19]([N:1]1[CH2:4][CH:3]([C:5]([O:7][CH3:8])=[O:6])[CH2:2]1)[C:20]1[CH:25]=[CH:24][CH:23]=[CH:22][CH:21]=1. The catalyst class is: 3. (2) Reactant: [NH2:1][C:2]1[CH:7]=[CH:6][C:5]([C:8]2[CH:16]=[C:15]3[C:11]([CH2:12][N:13]([C@@H:18]([CH:23]([CH3:25])[CH3:24])[C:19]([O:21][CH3:22])=[O:20])[C:14]3=[O:17])=[CH:10][CH:9]=2)=[CH:4][CH:3]=1.N1C=CC=CC=1.[C:32]1([S:38](Cl)(=[O:40])=[O:39])[CH:37]=[CH:36][CH:35]=[CH:34][CH:33]=1. Product: [CH3:24][CH:23]([CH3:25])[C@H:18]([N:13]1[CH2:12][C:11]2[C:15](=[CH:16][C:8]([C:5]3[CH:4]=[CH:3][C:2]([NH:1][S:38]([C:32]4[CH:37]=[CH:36][CH:35]=[CH:34][CH:33]=4)(=[O:40])=[O:39])=[CH:7][CH:6]=3)=[CH:9][CH:10]=2)[C:14]1=[O:17])[C:19]([O:21][CH3:22])=[O:20]. The catalyst class is: 4. (3) The catalyst class is: 8. Reactant: Cl.[CH3:2][O:3][CH2:4][CH2:5][NH:6]N.[CH2:8]([O:10][C:11](=[O:19])[C:12](=O)[CH:13]=[CH:14][N:15](C)C)[CH3:9]. Product: [CH2:8]([O:10][C:11]([C:12]1[N:6]([CH2:5][CH2:4][O:3][CH3:2])[N:15]=[CH:14][CH:13]=1)=[O:19])[CH3:9]. (4) Reactant: [CH3:1][O:2][C:3](=[O:38])[C:4]1[CH:9]=[CH:8][C:7]([C:10]2[N:11]([CH2:23][C:24]3[CH:29]=[CH:28][C:27]([C:30]([F:36])([F:35])[P:31]([OH:34])([OH:33])=[O:32])=[C:26]([Br:37])[CH:25]=3)[C:12](=[O:22])[N:13]([CH2:15][C:16]3[CH:21]=[CH:20][CH:19]=[CH:18][CH:17]=3)[CH:14]=2)=[CH:6][CH:5]=1.[CH2:39](O)C. Product: [CH2:1]([O:2][C:3](=[O:38])[C:4]1[CH:9]=[CH:8][C:7]([C:10]2[N:11]([CH2:23][C:24]3[CH:29]=[CH:28][C:27]([C:30]([F:36])([F:35])[P:31]([OH:34])([OH:33])=[O:32])=[C:26]([Br:37])[CH:25]=3)[C:12](=[O:22])[N:13]([CH2:15][C:16]3[CH:17]=[CH:18][CH:19]=[CH:20][CH:21]=3)[CH:14]=2)=[CH:6][CH:5]=1)[CH3:39]. The catalyst class is: 65.